Dataset: Full USPTO retrosynthesis dataset with 1.9M reactions from patents (1976-2016). Task: Predict the reactants needed to synthesize the given product. (1) Given the product [C:25]1([S:31]([NH:1][C@@H:2]([CH2:6][CH2:7][CH2:8][CH2:9][CH2:10][CH2:11][CH2:12][C:13]2[CH:22]=[CH:21][C:20]3[CH2:19][CH2:18][CH2:17][NH:16][C:15]=3[N:14]=2)[C:3]([OH:5])=[O:4])(=[O:33])=[O:32])[CH:30]=[CH:29][CH:28]=[CH:27][CH:26]=1, predict the reactants needed to synthesize it. The reactants are: [NH2:1][CH:2]([CH2:6][CH2:7][CH2:8][CH2:9][CH2:10][CH2:11][CH2:12][C:13]1[CH:22]=[CH:21][C:20]2[CH2:19][CH2:18][CH2:17][NH:16][C:15]=2[N:14]=1)[C:3]([OH:5])=[O:4].[OH-].[Na+].[C:25]1([S:31](Cl)(=[O:33])=[O:32])[CH:30]=[CH:29][CH:28]=[CH:27][CH:26]=1.Cl. (2) Given the product [Br:34][C:10]1[CH:11]=[CH:12][C:7]([C:2]([F:25])([F:1])[C:3]([F:6])([F:5])[F:4])=[CH:8][CH:9]=1.[I:41][C:38]1[CH:39]=[CH:40][C:35]([C:27]([F:32])([F:26])[C:28]([F:31])([F:30])[F:29])=[CH:36][CH:37]=1, predict the reactants needed to synthesize it. The reactants are: [F:1][C:2]([F:25])([C:7]1[CH:12]=[CH:11][C:10](N2C=NC(C3C=CC(C)=CC=3)=N2)=[CH:9][CH:8]=1)[C:3]([F:6])([F:5])[F:4].[F:26][C:27](I)([F:32])[C:28]([F:31])([F:30])[F:29].[Br:34][C:35]1[CH:40]=[CH:39][C:38]([I:41])=[CH:37][CH:36]=1. (3) Given the product [Cl:1][C:2]1[CH:23]=[C:22]([Cl:24])[CH:21]=[CH:20][C:3]=1[CH2:4][C:5]1[S:9][C:8]([CH:10]([CH3:11])[CH3:12])=[N:7][C:6]=1[CH2:13][CH2:14][CH2:15][OH:16], predict the reactants needed to synthesize it. The reactants are: [Cl:1][C:2]1[CH:23]=[C:22]([Cl:24])[CH:21]=[CH:20][C:3]=1[CH2:4][C:5]1[S:9][C:8]([CH:10]([CH3:12])[CH3:11])=[N:7][C:6]=1[CH2:13][CH2:14][C:15](OCC)=[O:16].[Cl-].[Ca+2].[Cl-].[BH4-].[Na+].[Cl-].[NH4+]. (4) Given the product [CH3:12][C:8]1([CH3:13])[CH2:7][CH2:6][C:5]2[C:10](=[CH:11][C:2]([OH:1])=[CH:3][CH:4]=2)[O:9]1, predict the reactants needed to synthesize it. The reactants are: [OH:1][C:2]1[CH:11]=[C:10]2[C:5]([C:6](=O)[CH2:7][C:8]([CH3:13])([CH3:12])[O:9]2)=[CH:4][CH:3]=1.Cl. (5) Given the product [Cl:1][C:2]1[C:7](=[O:8])[N:6]([CH2:27][C:24]2[CH:25]=[CH:26][C:21]([O:20][CH3:19])=[CH:22][CH:23]=2)[N:5]=[C:4]([C:9]([O:11][CH3:12])=[O:10])[CH:3]=1, predict the reactants needed to synthesize it. The reactants are: [Cl:1][C:2]1[CH:3]=[C:4]([C:9]([O:11][CH3:12])=[O:10])[N:5]=[N:6][C:7]=1[OH:8].C(=O)([O-])[O-].[K+].[K+].[CH3:19][O:20][C:21]1[CH:26]=[CH:25][C:24]([CH2:27]Cl)=[CH:23][CH:22]=1.O. (6) Given the product [F:2][C:3]1[CH:8]=[CH:7][C:6]([CH:9]([C:16]2[CH:17]=[CH:18][C:19]([F:22])=[CH:20][CH:21]=2)[CH:10]2[CH2:14][N:13]([CH2:33][C:32]3[CH:35]=[CH:36][CH:37]=[CH:38][C:31]=3[O:30][CH3:29])[CH2:12][C:11]2=[O:15])=[CH:5][CH:4]=1, predict the reactants needed to synthesize it. The reactants are: Cl.[F:2][C:3]1[CH:8]=[CH:7][C:6]([CH:9]([C:16]2[CH:21]=[CH:20][C:19]([F:22])=[CH:18][CH:17]=2)[CH:10]2[CH2:14][NH:13][CH2:12][C:11]2=[O:15])=[CH:5][CH:4]=1.C(NCC)(C)C.[CH3:29][O:30][C:31]1[CH:38]=[CH:37][CH:36]=[CH:35][C:32]=1[CH2:33]O. (7) Given the product [F:8][C:6]1[CH:5]=[C:4]2[C:3](=[CH:2][CH:7]=1)[C:9]1[C:10](=[C:11]3[C:16](=[CH:17][CH:18]=1)[CH:15]=[C:14]([OH:19])[CH:13]=[CH:12]3)[CH:20]([C:21]1[CH:22]=[CH:23][C:24]([O:27][CH2:28][CH2:29][N:30]3[CH2:31][CH2:32][CH2:33][CH2:34][CH2:35]3)=[CH:25][CH:26]=1)[O:36]2, predict the reactants needed to synthesize it. The reactants are: F[C:2]1[CH:7]=[C:6]([F:8])[CH:5]=[CH:4][C:3]=1[C:9]1[C:10]([CH:20]([OH:36])[C:21]2[CH:26]=[CH:25][C:24]([O:27][CH2:28][CH2:29][N:30]3[CH2:35][CH2:34][CH2:33][CH2:32][CH2:31]3)=[CH:23][CH:22]=2)=[C:11]2[C:16](=[CH:17][CH:18]=1)[CH:15]=[C:14]([OH:19])[CH:13]=[CH:12]2.[H-].[Na+].O. (8) Given the product [CH:51]1([NH:47][C:10]2[CH:11]=[C:12]3[C:7]([C:6](=[O:17])[C:5]([C:18]([NH:36][CH2:35][C:34]([N:31]4[CH2:30][CH2:29][N:28]([C:26]([O:25][CH2:23][CH3:24])=[O:27])[CH2:33][CH2:32]4)=[O:60])=[O:20])=[CH:4][N:3]3[CH2:1][CH3:2])=[CH:8][C:9]=2[F:14])[CH2:50][CH2:55][CH2:54][CH2:53][CH2:52]1, predict the reactants needed to synthesize it. The reactants are: [CH2:1]([N:3]1[C:12]2[C:7](=[C:8](NC)[C:9]([F:14])=[C:10](F)[CH:11]=2)[C:6](=[O:17])[C:5]([C:18]([O:20]CC)=O)=[CH:4]1)[CH3:2].[CH2:23]([O:25][C:26]([N:28]1[CH2:33][CH2:32][NH:31][CH2:30][CH2:29]1)=[O:27])[CH3:24].[CH3:34][CH2:35][N:36]=C=NCCCN(C)C.Cl.O[N:47]1[C:51]2[CH:52]=[CH:53][CH:54]=[CH:55][C:50]=2N=N1.CN(C=[O:60])C.